This data is from Catalyst prediction with 721,799 reactions and 888 catalyst types from USPTO. The task is: Predict which catalyst facilitates the given reaction. (1) Product: [Br:1][C:2]1[CH:7]=[CH:6][C:5]([N:8]2[C:9]3=[N:14][C:13]([OH:15])=[CH:12][CH:11]=[C:10]3[N:16]=[CH:20]2)=[C:4]([CH3:19])[CH:3]=1. The catalyst class is: 181. Reactant: [Br:1][C:2]1[CH:7]=[CH:6][C:5]([NH:8][C:9]2[N:14]=[C:13]([OH:15])[CH:12]=[CH:11][C:10]=2[N+:16]([O-])=O)=[C:4]([CH3:19])[CH:3]=1.[CH3:20]O. (2) Reactant: [C:1]([O:5][C:6]([NH:8][C@H:9]([CH2:21][C:22]1[CH:27]=[C:26]([F:28])[C:25]([F:29])=[CH:24][C:23]=1[F:30])[CH2:10][C:11]([N:13]1[CH2:17][CH2:16][S:15][CH:14]1[C:18]([OH:20])=O)=[O:12])=[O:7])([CH3:4])([CH3:3])[CH3:2].[NH2:31][CH2:32][C:33]1[CH:45]=[CH:44][C:36]([O:37][CH2:38][C:39]([O:41][CH2:42][CH3:43])=[O:40])=[CH:35][CH:34]=1.Cl.CCN=C=NCCCN(C)C.CCN(CC)CC. Product: [C:1]([O:5][C:6]([NH:8][CH:9]([CH2:21][C:22]1[CH:27]=[C:26]([F:28])[C:25]([F:29])=[CH:24][C:23]=1[F:30])[CH2:10][C:11]([N:13]1[CH2:17][CH2:16][S:15][C@@H:14]1[C:18]([NH:31][CH2:32][C:33]1[CH:45]=[CH:44][C:36]([O:37][CH2:38][C:39]([O:41][CH2:42][CH3:43])=[O:40])=[CH:35][CH:34]=1)=[O:20])=[O:12])=[O:7])([CH3:3])([CH3:4])[CH3:2]. The catalyst class is: 2. (3) Reactant: [C:1]([O:5][C:6](=[O:38])[C@@H:7]([NH:24][S:25]([C:28]1[CH:33]=[CH:32][C:31]([NH:34][C:35](=[O:37])[CH3:36])=[CH:30][CH:29]=1)(=[O:27])=[O:26])[CH2:8][NH:9][C:10](=[O:23])[C:11]1[CH:16]=[CH:15][C:14]([CH2:17][CH2:18][C:19]([O:21]C)=O)=[CH:13][CH:12]=1)([CH3:4])([CH3:3])[CH3:2].[NH2:39][C:40]1[NH:41][CH2:42][CH2:43][CH2:44][N:45]=1. Product: [C:1]([O:5][C:6](=[O:38])[C@@H:7]([NH:24][S:25]([C:28]1[CH:29]=[CH:30][C:31]([NH:34][C:35](=[O:37])[CH3:36])=[CH:32][CH:33]=1)(=[O:26])=[O:27])[CH2:8][NH:9][C:10](=[O:23])[C:11]1[CH:16]=[CH:15][C:14]([CH2:17][CH2:18][C:19](=[O:21])[NH:39][C:40]2[NH:45][CH2:44][CH2:43][CH2:42][N:41]=2)=[CH:13][CH:12]=1)([CH3:4])([CH3:2])[CH3:3]. The catalyst class is: 9. (4) Reactant: [F:1][C:2]([F:19])([F:18])[C:3]([C:9]1[C:17]2[C:12](=[CH:13][CH:14]=[CH:15][CH:16]=2)[NH:11][CH:10]=1)([OH:8])[C:4]([F:7])([F:6])[F:5].[Cl:20][C:21]1[CH:22]=[C:23]([C:29]([F:32])([F:31])[F:30])[CH:24]=[C:25]([Cl:28])[C:26]=1F.C(=O)([O-])[O-].[K+].[K+].O.ClCCl. Product: [Cl:20][C:21]1[CH:22]=[C:23]([C:29]([F:30])([F:31])[F:32])[CH:24]=[C:25]([Cl:28])[C:26]=1[N:11]1[C:12]2[C:17](=[CH:16][CH:15]=[CH:14][CH:13]=2)[C:9]([C:3]([OH:8])([C:2]([F:1])([F:18])[F:19])[C:4]([F:7])([F:6])[F:5])=[CH:10]1. The catalyst class is: 9.